Dataset: Forward reaction prediction with 1.9M reactions from USPTO patents (1976-2016). Task: Predict the product of the given reaction. (1) The product is: [CH3:1][C:2]1[N:3]([CH2:30][C:31]([O:33][CH2:34][CH3:35])=[O:32])[C:4]2[CH2:5][C:6]([CH3:28])([CH3:27])[CH2:7][C:8](=[O:26])[C:9]=2[C:10]=1[CH2:11][C:12]1[CH:17]=[CH:16][CH:15]=[CH:14][C:13]=1[S:18]([N:21]1[CH2:22][CH2:23][CH2:24][CH2:25]1)(=[O:20])=[O:19]. Given the reactants [CH3:1][C:2]1[NH:3][C:4]2[CH2:5][C:6]([CH3:28])([CH3:27])[CH2:7][C:8](=[O:26])[C:9]=2[C:10]=1[CH2:11][C:12]1[CH:17]=[CH:16][CH:15]=[CH:14][C:13]=1[S:18]([N:21]1[CH2:25][CH2:24][CH2:23][CH2:22]1)(=[O:20])=[O:19].Br[CH2:30][C:31]([O:33][CH2:34][CH3:35])=[O:32].C(=O)([O-])[O-].[K+].[K+].[I-].[K+], predict the reaction product. (2) Given the reactants [C:1]([O:5][C:6]([N:8]1[C:12]2=[C:13]3[C:18](=[CH:19][CH:20]=[C:11]2[C:10]([C:22]([O:24][C:25]([CH3:28])([CH3:27])[CH3:26])=[O:23])=[C:9]1[CH2:29]Br)C=N[C:15]([Cl:21])=[CH:14]3)=[O:7])([CH3:4])([CH3:3])[CH3:2].[CH3:31][NH:32][NH2:33].C([O-])(O)=O.[Na+].O1CCO[CH2:41][CH2:40]1, predict the reaction product. The product is: [C:1]([O:5][C:6]([N:8]1[C:12]2[C:11](=[CH:20][CH:19]=[C:18]3[CH:41]=[CH:40][C:15]([Cl:21])=[CH:14][C:13]3=2)[C:10]([C:22]([O:24][C:25]([CH3:27])([CH3:26])[CH3:28])=[O:23])=[C:9]1[CH2:29][N:32]([CH3:31])[NH2:33])=[O:7])([CH3:2])([CH3:3])[CH3:4]. (3) The product is: [C:27]([C:11]1[C:12]2[C:17](=[CH:16][CH:15]=[C:14]([S:20][C:21]3[CH:22]=[CH:23][CH:24]=[CH:25][CH:26]=3)[CH:13]=2)[C:18]([OH:19])=[C:9]([C:7]([NH:6][CH2:5][C:4]([CH3:30])([CH3:29])[C:3]([OH:31])=[O:2])=[O:8])[N:10]=1)#[N:28]. Given the reactants C[O:2][C:3](=[O:31])[C:4]([CH3:30])([CH3:29])[CH2:5][NH:6][C:7]([C:9]1[N:10]=[C:11]([C:27]#[N:28])[C:12]2[C:17]([C:18]=1[OH:19])=[CH:16][CH:15]=[C:14]([S:20][C:21]1[CH:26]=[CH:25][CH:24]=[CH:23][CH:22]=1)[CH:13]=2)=[O:8].[OH-].[Na+].Cl, predict the reaction product. (4) The product is: [ClH:1].[CH3:26][C@@:11]12[O:21][CH2:20][C:19]3[C:18]([C:22]([F:24])([F:23])[F:25])=[CH:17][CH:16]=[CH:15][C:14]=3[C@H:12]1[CH2:13][NH:9][CH2:10]2. Given the reactants [ClH:1].C([N:9]1[CH2:13][C@@H:12]2[C:14]3[CH:15]=[CH:16][CH:17]=[C:18]([C:22]([F:25])([F:24])[F:23])[C:19]=3[CH2:20][O:21][C@@:11]2([CH3:26])[CH2:10]1)C1C=CC=CC=1, predict the reaction product. (5) Given the reactants [OH:1][CH2:2][CH2:3][NH:4][CH2:5][CH:6]([OH:9])[CH2:7][OH:8].Cl.O1CCOCC1.CO[C:19](OC)([CH3:21])[CH3:20], predict the reaction product. The product is: [CH3:20][C:19]1([CH3:21])[O:9][CH:6]([CH2:5][NH:4][CH2:3][CH2:2][OH:1])[CH2:7][O:8]1.